Dataset: Full USPTO retrosynthesis dataset with 1.9M reactions from patents (1976-2016). Task: Predict the reactants needed to synthesize the given product. (1) The reactants are: [Cl:1][C:2]1[C:3]([C:18]2[C:23]([CH3:24])=[CH:22][C:21]([CH3:25])=[CH:20][N:19]=2)=[CH:4][C:5]([N:8]2[CH2:13][CH2:12][C:11]3[N:14]=[C:15]([NH2:17])[S:16][C:10]=3[CH2:9]2)=[N:6][CH:7]=1.[C:26](O)(=[O:28])[CH3:27].CCN(C(C)C)C(C)C.CN(C(ON1N=NC2C=CC=NC1=2)=[N+](C)C)C.F[P-](F)(F)(F)(F)F. Given the product [Cl:1][C:2]1[C:3]([C:18]2[C:23]([CH3:24])=[CH:22][C:21]([CH3:25])=[CH:20][N:19]=2)=[CH:4][C:5]([N:8]2[CH2:13][CH2:12][C:11]3[N:14]=[C:15]([NH:17][C:26](=[O:28])[CH3:27])[S:16][C:10]=3[CH2:9]2)=[N:6][CH:7]=1, predict the reactants needed to synthesize it. (2) The reactants are: [Cl:1][C:2]1[CH:3]=[CH:4][CH:5]=[C:6]2[C:11]=1[C:10]([CH3:13])([CH3:12])[C:9](=[O:14])[C:8]([C:15]([NH:17][CH2:18][C:19]([O:21]C(C)(C)C)=[O:20])=[O:16])=[C:7]2[OH:26].C(O)(C(F)(F)F)=O. Given the product [Cl:1][C:2]1[CH:3]=[CH:4][CH:5]=[C:6]2[C:11]=1[C:10]([CH3:13])([CH3:12])[C:9](=[O:14])[C:8]([C:15]([NH:17][CH2:18][C:19]([OH:21])=[O:20])=[O:16])=[C:7]2[OH:26], predict the reactants needed to synthesize it. (3) Given the product [ClH:18].[CH3:19][O:16][C:14]([C:11]1([CH3:17])[CH2:12][CH2:13][NH:8][CH2:9][CH2:10]1)=[O:15], predict the reactants needed to synthesize it. The reactants are: C(OC([N:8]1[CH2:13][CH2:12][C:11]([CH3:17])([C:14]([OH:16])=[O:15])[CH2:10][CH2:9]1)=O)(C)(C)C.[ClH:18].[CH3:19]O. (4) Given the product [C:1]([O:5][C:6](=[O:24])[N:7]([CH2:8][C:9]1[CH:14]=[CH:13][C:12]([NH2:15])=[CH:11][N:10]=1)[CH2:18][CH2:19][S:20]([CH3:23])(=[O:21])=[O:22])([CH3:4])([CH3:2])[CH3:3], predict the reactants needed to synthesize it. The reactants are: [C:1]([O:5][C:6](=[O:24])[N:7]([CH2:18][CH2:19][S:20]([CH3:23])(=[O:22])=[O:21])[CH2:8][C:9]1[CH:14]=[CH:13][C:12]([N+:15]([O-])=O)=[CH:11][N:10]=1)([CH3:4])([CH3:3])[CH3:2]. (5) Given the product [CH3:9][C:10]1[C:11]([N+:17]([O-:19])=[O:18])=[C:12]([CH:13]=[CH:14][CH:15]=1)[O:16][CH2:22][CH2:23][N:24]1[CH2:28][CH2:27][CH2:26][CH2:25]1, predict the reactants needed to synthesize it. The reactants are: C(=O)([O-])[O-].[K+].[K+].[I-].[Na+].[CH3:9][C:10]1[C:11]([N+:17]([O-:19])=[O:18])=[C:12]([OH:16])[CH:13]=[CH:14][CH:15]=1.Cl.Cl[CH2:22][CH2:23][N:24]1[CH2:28][CH2:27][CH2:26][CH2:25]1.